From a dataset of Full USPTO retrosynthesis dataset with 1.9M reactions from patents (1976-2016). Predict the reactants needed to synthesize the given product. (1) The reactants are: [CH2:1]([O:3][C:4]([C:6]1[C:7](=[O:21])[O:8][C:9]([C:14](=[O:20])[N:15]([CH2:18][CH3:19])[CH2:16][CH3:17])([CH2:12][CH3:13])[C:10]=1[CH3:11])=[O:5])[CH3:2].[CH3:22][N:23]([CH:25](N(C)C)N(C)C)[CH3:24]. Given the product [CH2:1]([O:3][C:4]([C:6]1[C:7](=[O:21])[O:8][C:9]([C:14](=[O:20])[N:15]([CH2:16][CH3:17])[CH2:18][CH3:19])([CH2:12][CH3:13])[C:10]=1/[CH:11]=[CH:22]/[N:23]([CH3:25])[CH3:24])=[O:5])[CH3:2], predict the reactants needed to synthesize it. (2) Given the product [CH3:17][Si:16]([CH3:19])([CH3:18])[N:2]([CH2:3][C:4]1[CH:9]=[CH:8][CH:7]=[CH:6][CH:5]=1)[CH3:1], predict the reactants needed to synthesize it. The reactants are: [CH3:1][NH:2][CH2:3][C:4]1[CH:9]=[CH:8][CH:7]=[CH:6][CH:5]=1.C([Li])CCC.Cl[Si:16]([CH3:19])([CH3:18])[CH3:17]. (3) Given the product [CH3:13][C@@H:12]1[NH:8][CH2:9][C@@H:10]([CH2:14][N:15]2[C:23]3[C:18](=[N:19][C:20]([C:24]4[CH:25]=[N:26][N:27]([CH:29]5[CH2:34][CH2:33][CH2:32][CH2:31][O:30]5)[CH:28]=4)=[CH:21][CH:22]=3)[CH:17]=[CH:16]2)[CH2:11]1, predict the reactants needed to synthesize it. The reactants are: C([N:8]1[C@@H:12]([CH3:13])[CH2:11][C@H:10]([CH2:14][N:15]2[C:23]3[C:18](=[N:19][C:20]([C:24]4[CH:25]=[N:26][N:27]([CH:29]5[CH2:34][CH2:33][CH2:32][CH2:31][O:30]5)[CH:28]=4)=[CH:21][CH:22]=3)[CH:17]=[CH:16]2)[CH2:9]1)C1C=CC=CC=1.C([O-])=O.[NH4+].CO.ClCCl. (4) Given the product [Cl:20][C:5]1[CH:4]=[CH:3][C:2]([C:35]2([OH:36])[O:37][C@H:38]([CH2:50][O:51][CH2:52][C:53]3[CH:58]=[CH:57][CH:56]=[CH:55][CH:54]=3)[C@@H:39]([F:49])[C@H:40]([O:41][CH2:42][C:43]3[CH:48]=[CH:47][CH:46]=[CH:45][CH:44]=3)[C@H:34]2[O:33][CH2:26][C:27]2[CH:32]=[CH:31][CH:30]=[CH:29][CH:28]=2)=[CH:7][C:6]=1[CH2:8][C:9]1[S:10][C:11]([C:14]2[CH:19]=[CH:18][CH:17]=[CH:16][CH:15]=2)=[CH:12][CH:13]=1, predict the reactants needed to synthesize it. The reactants are: Br[C:2]1[CH:3]=[CH:4][C:5]([Cl:20])=[C:6]([CH2:8][C:9]2[S:10][C:11]([C:14]3[CH:19]=[CH:18][CH:17]=[CH:16][CH:15]=3)=[CH:12][CH:13]=2)[CH:7]=1.C([Li])CCC.[CH2:26]([O:33][C@@H:34]1[C@@H:40]([O:41][CH2:42][C:43]2[CH:48]=[CH:47][CH:46]=[CH:45][CH:44]=2)[C@H:39]([F:49])[C@@H:38]([CH2:50][O:51][CH2:52][C:53]2[CH:58]=[CH:57][CH:56]=[CH:55][CH:54]=2)[O:37][C:35]1=[O:36])[C:27]1[CH:32]=[CH:31][CH:30]=[CH:29][CH:28]=1.[Cl-].[NH4+]. (5) Given the product [Cl:27][C:24]1[CH:23]=[CH:22][C:21]([CH2:20][N:16]2[C:17]3[C:18](=[O:19])[N:10]([CH2:9][S:6]([NH2:5])(=[O:8])=[O:7])[C:11](=[O:41])[N:12]([CH3:40])[C:13]=3[N:14]=[C:15]2[O:28][C:29]2[CH:34]=[CH:33][CH:32]=[C:31]([O:35][C:36]([F:37])([F:39])[F:38])[CH:30]=2)=[CH:26][CH:25]=1, predict the reactants needed to synthesize it. The reactants are: C([NH:5][S:6]([CH2:9][N:10]1[C:18](=[O:19])[C:17]2[N:16]([CH2:20][C:21]3[CH:26]=[CH:25][C:24]([Cl:27])=[CH:23][CH:22]=3)[C:15]([O:28][C:29]3[CH:34]=[CH:33][CH:32]=[C:31]([O:35][C:36]([F:39])([F:38])[F:37])[CH:30]=3)=[N:14][C:13]=2[N:12]([CH3:40])[C:11]1=[O:41])(=[O:8])=[O:7])(C)(C)C.C(O)(C(F)(F)F)=O. (6) Given the product [CH3:9][C:10]([C:5]1[CH:6]=[CH:7][CH:8]=[C:1]([OH:2])[C:3]=1[OH:4])=[O:11], predict the reactants needed to synthesize it. The reactants are: [C:1]1([C:3](=[CH:5][CH:6]=[CH:7][CH:8]=1)[OH:4])[OH:2].[CH3:9][C:10](O)=[O:11].B(F)(F)F.CCOCC.